From a dataset of TCR-epitope binding with 47,182 pairs between 192 epitopes and 23,139 TCRs. Binary Classification. Given a T-cell receptor sequence (or CDR3 region) and an epitope sequence, predict whether binding occurs between them. (1) The epitope is TLIGDCATV. The TCR CDR3 sequence is CASSYASGYEQYF. Result: 1 (the TCR binds to the epitope). (2) The epitope is RLQSLQTYV. The TCR CDR3 sequence is CASSQEVGRGITYEQYF. Result: 0 (the TCR does not bind to the epitope). (3) Result: 1 (the TCR binds to the epitope). The epitope is VVYRGTTTY. The TCR CDR3 sequence is CASSYRENEKLFF. (4) The epitope is DPFRLLQNSQVFS. The TCR CDR3 sequence is CASRTGSISNQPQHF. Result: 0 (the TCR does not bind to the epitope). (5) The epitope is KLGGALQAK. The TCR CDR3 sequence is CASSDRLREKLFF. Result: 0 (the TCR does not bind to the epitope). (6) The epitope is GTHWFVTQR. The TCR CDR3 sequence is CATLRTGGSYEQYF. Result: 1 (the TCR binds to the epitope).